From a dataset of Peptide-MHC class II binding affinity with 134,281 pairs from IEDB. Regression. Given a peptide amino acid sequence and an MHC pseudo amino acid sequence, predict their binding affinity value. This is MHC class II binding data. (1) The peptide sequence is KTYKNVYIDTYHN. The MHC is DRB1_0301 with pseudo-sequence DRB1_0301. The binding affinity (normalized) is 0.212. (2) The peptide sequence is INEPTAAAIAYGLIR. The MHC is HLA-DQA10401-DQB10402 with pseudo-sequence HLA-DQA10401-DQB10402. The binding affinity (normalized) is 0.355. (3) The peptide sequence is VKIEYSGTNNKTMAV. The MHC is DRB1_0802 with pseudo-sequence DRB1_0802. The binding affinity (normalized) is 0.433.